Dataset: Catalyst prediction with 721,799 reactions and 888 catalyst types from USPTO. Task: Predict which catalyst facilitates the given reaction. (1) Reactant: [C:1]([N:4]1[C@@H:8]([CH3:9])[C:7](=[O:10])OC1=O)(=[O:3])[CH3:2].[C:12]1([CH3:21])[CH:17]=[CH:16][C:15]([C@@H:18]([NH2:20])[CH3:19])=[CH:14][CH:13]=1.Cl. Product: [C:12]1([CH3:21])[CH:17]=[CH:16][C:15]([C@@H:18]([NH:20][C:7](=[O:10])[C@H:8]([CH3:9])[NH:4][C:1](=[O:3])[CH3:2])[CH3:19])=[CH:14][CH:13]=1. The catalyst class is: 13. (2) Reactant: [Br:1][C:2]1[C:3]([C:10]([OH:12])=O)=[N:4][C:5]([S:8][CH3:9])=[N:6][CH:7]=1.C(Cl)(=O)C(Cl)=O.C(N(CC)CC)C.[CH2:26]([N:28]([CH2:39][CH3:40])[C:29]([S:31][C:32]1[CH:33]=[N:34][CH:35]=[CH:36][C:37]=1[NH2:38])=[S:30])[CH3:27]. The catalyst class is: 204. Product: [CH2:39]([N:28]([CH2:26][CH3:27])[C:29]([S:31][C:32]1[CH:33]=[N:34][CH:35]=[CH:36][C:37]=1[NH:38][C:10]([C:3]1[N:4]=[C:5]([S:8][CH3:9])[N:6]=[CH:7][C:2]=1[Br:1])=[O:12])=[S:30])[CH3:40]. (3) Reactant: [OH:1][C@H:2]([C@H:17]1[O:22][CH2:21][CH2:20][N:19]([C:23]2[CH:28]=[CH:27][C:26]([CH3:29])=[CH:25][CH:24]=2)[C:18]1=[O:30])[C:3]1[NH:8][C:7]2[CH:9]=[CH:10][C:11]([C:13]#[N:14])=[CH:12][C:6]=2[S:5](=[O:16])(=[O:15])[N:4]=1.[C:31](Cl)(=[O:33])[CH3:32]. Product: [OH:1][C@H:2]([C@H:17]1[O:22][CH2:21][CH2:20][N:19]([C:23]2[CH:28]=[CH:27][C:26]([CH3:29])=[CH:25][CH:24]=2)[C:18]1=[O:30])[C:3]1[NH:8][C:7]2[CH:9]=[CH:10][C:11]([C:13](=[NH:14])[O:33][CH2:31][CH3:32])=[CH:12][C:6]=2[S:5](=[O:15])(=[O:16])[N:4]=1. The catalyst class is: 14. (4) Reactant: C([O:8][C:9]1[C:10]([C:26]2[S:27][C:28]([CH2:31][C:32]3[CH:37]=[CH:36][C:35]([F:38])=[CH:34][CH:33]=3)=[N:29][N:30]=2)=[N:11][N:12]2[C@@H:17]([C:18]3[CH:23]=[CH:22][CH:21]=[CH:20][CH:19]=3)[CH2:16][N:15]([CH3:24])[C:14](=[O:25])[C:13]=12)C1C=CC=CC=1.Br. Product: [F:38][C:35]1[CH:34]=[CH:33][C:32]([CH2:31][C:28]2[S:27][C:26]([C:10]3[C:9]([OH:8])=[C:13]4[C:14](=[O:25])[N:15]([CH3:24])[CH2:16][C@H:17]([C:18]5[CH:23]=[CH:22][CH:21]=[CH:20][CH:19]=5)[N:12]4[N:11]=3)=[N:30][N:29]=2)=[CH:37][CH:36]=1. The catalyst class is: 15. (5) The catalyst class is: 18. Reactant: CN(C)CCCN=C=NCC.[O:12]([CH2:19][CH2:20][NH:21][C:22]1[N:23]=[CH:24][C:25](/[CH:28]=[CH:29]/[C:30]([OH:32])=O)=[N:26][CH:27]=1)[C:13]1[CH:18]=[CH:17][CH:16]=[CH:15][CH:14]=1.[O:33]1[CH2:38][CH2:37][CH2:36][CH2:35][CH:34]1[O:39][NH2:40].C1C=CC2N(O)N=NC=2C=1. Product: [O:12]([CH2:19][CH2:20][NH:21][C:22]1[N:23]=[CH:24][C:25](/[CH:28]=[CH:29]/[C:30]([NH:40][O:39][CH:34]2[CH2:35][CH2:36][CH2:37][CH2:38][O:33]2)=[O:32])=[N:26][CH:27]=1)[C:13]1[CH:14]=[CH:15][CH:16]=[CH:17][CH:18]=1. (6) Reactant: C([Mg]Cl)CCC.C([Li])CCC.CCCCCC.Br[C:19]1[CH:20]=[C:21]2[C:25](=[CH:26][C:27]=1[F:28])[N:24]([CH3:29])[N:23]=[CH:22]2.CN([CH:33]=[O:34])C. Product: [F:28][C:27]1[CH:26]=[C:25]2[C:21]([CH:22]=[N:23][N:24]2[CH3:29])=[CH:20][C:19]=1[CH:33]=[O:34]. The catalyst class is: 182. (7) The catalyst class is: 24. Product: [C:17]([O:16][C:14]([NH:13][CH2:12][C:5]1([C:3]([OH:4])=[O:2])[CH2:7][CH:6]1[CH2:8][CH:9]([CH3:10])[CH3:11])=[O:15])([CH3:18])([CH3:20])[CH3:19]. Reactant: C[O:2][C:3]([C:5]1([CH2:12][NH:13][C:14]([O:16][C:17]([CH3:20])([CH3:19])[CH3:18])=[O:15])[CH2:7][CH:6]1[CH2:8][CH:9]([CH3:11])[CH3:10])=[O:4].[Li+].[OH-]. (8) Reactant: [N:1]1[CH:6]=[CH:5][CH:4]=[CH:3][C:2]=1[N:7]1[CH:12]=[C:11]([C:13]2[CH:18]=[CH:17][CH:16]=[CH:15][N:14]=2)[CH:10]=[C:9](Br)[C:8]1=[O:20].[C:21]([C:23]1[CH:28]=[CH:27][CH:26]=[CH:25][C:24]=1B1OC(C([O-])=O)C=CO1)#[N:22].C(=O)([O-])[O-].[Cs+].[Cs+]. Product: [C:21]([C:23]1[CH:28]=[CH:27][CH:26]=[CH:25][C:24]=1[C:9]1[C:8](=[O:20])[N:7]([C:2]2[CH:3]=[CH:4][CH:5]=[CH:6][N:1]=2)[CH:12]=[C:11]([C:13]2[CH:18]=[CH:17][CH:16]=[CH:15][N:14]=2)[CH:10]=1)#[N:22]. The catalyst class is: 35. (9) Product: [F:35][CH:2]([F:1])[C:3]1[CH:12]=[C:11]2[C:6]([CH2:7][CH2:8][CH2:9][N:10]2[C:13]2[C:17]3[CH2:18][N:19]([C:22]([O:24][C:25]([CH3:26])([CH3:27])[CH3:28])=[O:23])[CH2:20][CH2:21][C:16]=3[N:15]([CH:56]3[CH2:55][CH2:54][N:53]([CH2:52][O:51][CH2:50][CH2:49][Si:48]([CH3:60])([CH3:47])[CH3:61])[C:58](=[O:59])[CH2:57]3)[N:14]=2)=[CH:5][C:4]=1[C:29]1[CH:30]=[N:31][N:32]([CH3:34])[CH:33]=1. Reactant: [F:1][CH:2]([F:35])[C:3]1[CH:12]=[C:11]2[C:6]([CH2:7][CH2:8][CH2:9][N:10]2[C:13]2[C:17]3[CH2:18][N:19]([C:22]([O:24][C:25]([CH3:28])([CH3:27])[CH3:26])=[O:23])[CH2:20][CH2:21][C:16]=3[NH:15][N:14]=2)=[CH:5][C:4]=1[C:29]1[CH:30]=[N:31][N:32]([CH3:34])[CH:33]=1.N1CCCN2CCCCCC=12.[CH3:47][Si:48]([CH3:61])([CH3:60])[CH2:49][CH2:50][O:51][CH2:52][N:53]1[C:58](=[O:59])[CH:57]=[CH:56][CH2:55][CH2:54]1. The catalyst class is: 210. (10) Reactant: CNC1C(C(OC)=O)=NC=C(C2C=CC=CC=2)N=1.[NH2:19][C:20]1[C:21]([C:32]([O:34][CH3:35])=[O:33])=[N:22][CH:23]=[C:24]([C:26]2[CH:31]=[CH:30][CH:29]=[CH:28][CH:27]=2)[N:25]=1.CCN(C(C)C)C(C)C.[F:45][C:46]([F:57])([F:56])[C:47](O[C:47](=[O:48])[C:46]([F:57])([F:56])[F:45])=[O:48]. Product: [C:26]1([C:24]2[N:25]=[C:20]([NH:19][C:47](=[O:48])[C:46]([F:57])([F:56])[F:45])[C:21]([C:32]([O:34][CH3:35])=[O:33])=[N:22][CH:23]=2)[CH:31]=[CH:30][CH:29]=[CH:28][CH:27]=1. The catalyst class is: 2.